Dataset: Peptide-MHC class I binding affinity with 185,985 pairs from IEDB/IMGT. Task: Regression. Given a peptide amino acid sequence and an MHC pseudo amino acid sequence, predict their binding affinity value. This is MHC class I binding data. (1) The peptide sequence is IRHENRMVL. The MHC is HLA-B14:02 with pseudo-sequence HLA-B14:02. The binding affinity (normalized) is 0.708. (2) The peptide sequence is MTAHITVPY. The MHC is SLA-10401 with pseudo-sequence SLA-10401. The binding affinity (normalized) is 0.930. (3) The binding affinity (normalized) is 1.00. The MHC is HLA-A24:03 with pseudo-sequence HLA-A24:03. The peptide sequence is RLMPDFWEF.